The task is: Predict the product of the given reaction.. This data is from Forward reaction prediction with 1.9M reactions from USPTO patents (1976-2016). (1) Given the reactants [C:1]([NH:8][C:9]1[CH:14]=[CH:13][C:12](B2OC(C)(C)C(C)(C)O2)=[CH:11][CH:10]=1)([O:3][C:4]([CH3:7])([CH3:6])[CH3:5])=[O:2].[CH2:24]([N:31]1[C:35](=[O:36])[CH:34]=[CH:33][C:32]1=[O:37])[C:25]1[CH:30]=[CH:29][CH:28]=[CH:27][CH:26]=1.[OH-].[K+], predict the reaction product. The product is: [C:4]([O:3][C:1](=[O:2])[NH:8][C:9]1[CH:10]=[CH:11][C:12]([CH:34]2[CH2:33][C:32](=[O:37])[N:31]([CH2:24][C:25]3[CH:30]=[CH:29][CH:28]=[CH:27][CH:26]=3)[C:35]2=[O:36])=[CH:13][CH:14]=1)([CH3:5])([CH3:6])[CH3:7]. (2) Given the reactants [I:1]I.N(OC(C)(C)C)=O.[CH3:10][N:11]1[CH:15]=[C:14]([C:16]2[CH:22]=[CH:21][C:19](N)=[C:18]([N+:23]([O-:25])=[O:24])[CH:17]=2)[CH:13]=[N:12]1.N#N.S([O-])([O-])=O.[Na+].[Na+], predict the reaction product. The product is: [I:1][C:19]1[CH:21]=[CH:22][C:16]([C:14]2[CH:13]=[N:12][N:11]([CH3:10])[CH:15]=2)=[CH:17][C:18]=1[N+:23]([O-:25])=[O:24]. (3) Given the reactants [CH3:1][O:2][C:3]1[C:10]([O:11][CH3:12])=[C:9]([O:13][CH3:14])[CH:8]=[CH:7][C:4]=1C=O.[OH:15]O, predict the reaction product. The product is: [CH3:1][O:2][C:3]1[C:10]([O:11][CH3:12])=[C:9]([O:13][CH3:14])[CH:8]=[CH:7][C:4]=1[OH:15]. (4) Given the reactants [NH2:1][C:2]1[CH:10]=[CH:9][C:8]([O:11][CH3:12])=[CH:7][C:3]=1[C:4]([NH2:6])=[O:5].Cl.[C:14](Cl)(=[O:21])[C:15]1[CH:20]=[CH:19][CH:18]=[N:17][CH:16]=1.C(N(CC)CC)C, predict the reaction product. The product is: [C:4]([C:3]1[CH:7]=[C:8]([O:11][CH3:12])[CH:9]=[CH:10][C:2]=1[NH:1][C:14](=[O:21])[C:15]1[CH:20]=[CH:19][CH:18]=[N:17][CH:16]=1)(=[O:5])[NH2:6]. (5) Given the reactants [CH2:1]([OH:8])[C:2]1[CH:7]=[CH:6][CH:5]=[CH:4][CH:3]=1.C1(P(C2C=CC=CC=2)C2C=CC=CC=2)C=CC=CC=1.CN(C(/N=N/C(N(C)C)=O)=O)C.[Br:40][C:41]1[CH:42]=[C:43](O)[CH:44]=[C:45]2[C:50]=1[CH:49]=[N:48][CH:47]=[CH:46]2, predict the reaction product. The product is: [CH2:1]([O:8][C:43]1[CH:44]=[C:45]2[C:50](=[C:41]([Br:40])[CH:42]=1)[CH:49]=[N:48][CH:47]=[CH:46]2)[C:2]1[CH:7]=[CH:6][CH:5]=[CH:4][CH:3]=1. (6) Given the reactants [F:1][C:2]1[CH:7]=[C:6](I)[CH:5]=[CH:4][C:3]=1[N:9]1[CH:14]=[C:13]([O:15][CH3:16])[C:12](=[O:17])[C:11]([C:18]2[N:22]([C:23]3[CH:28]=[CH:27][CH:26]=[CH:25][CH:24]=3)[N:21]=[CH:20][CH:19]=2)=[N:10]1.[NH:29]1[CH2:33][CH2:32][CH2:31][C:30]1=[O:34].N[C@@H]1CCCC[C@H]1N.[O-]P([O-])([O-])=O.[K+].[K+].[K+], predict the reaction product. The product is: [F:1][C:2]1[CH:7]=[C:6]([N:29]2[CH2:33][CH2:32][CH2:31][C:30]2=[O:34])[CH:5]=[CH:4][C:3]=1[N:9]1[CH:14]=[C:13]([O:15][CH3:16])[C:12](=[O:17])[C:11]([C:18]2[N:22]([C:23]3[CH:28]=[CH:27][CH:26]=[CH:25][CH:24]=3)[N:21]=[CH:20][CH:19]=2)=[N:10]1.